Dataset: Catalyst prediction with 721,799 reactions and 888 catalyst types from USPTO. Task: Predict which catalyst facilitates the given reaction. (1) Reactant: [F:1][C:2]([F:11])([F:10])[CH2:3][CH:4]1[CH2:8][NH:7][C:6](=O)[CH2:5]1.[H-].[H-].[H-].[H-].[Li+].[Al+3]. Product: [F:1][C:2]([F:11])([F:10])[CH2:3][CH:4]1[CH2:5][CH2:6][NH:7][CH2:8]1. The catalyst class is: 1. (2) Reactant: [N+:1]([C:4]1[C:5]([C:9]([O:11][CH3:12])=[O:10])=[N:6][NH:7][CH:8]=1)([O-:3])=[O:2].CI.[C:15](=O)([O-])[O-].[K+].[K+].[CH3:21]C(C)=O. Product: [CH3:15][N:6]1[C:5]([C:9]([O:11][CH3:12])=[O:10])=[C:4]([N+:1]([O-:3])=[O:2])[CH:8]=[N:7]1.[CH3:21][N:7]1[CH:8]=[C:4]([N+:1]([O-:3])=[O:2])[C:5]([C:9]([O:11][CH3:12])=[O:10])=[N:6]1. The catalyst class is: 6. (3) Reactant: Cl[CH2:2][C:3]1[CH:8]=[CH:7][C:6]([CH2:9][CH:10]([CH3:12])[CH3:11])=[C:5]([C:13]([F:16])([F:15])[F:14])[CH:4]=1.C(=O)([O-])[O-].[K+].[K+].[C:23]([O:27][C:28](=[O:52])[CH2:29][CH2:30][N:31]([C:45]([O:47][C:48]([CH3:51])([CH3:50])[CH3:49])=[O:46])[CH2:32][C:33]([N:35]1[C:43]2[C:38](=[CH:39][C:40]([OH:44])=[CH:41][CH:42]=2)[CH2:37][CH2:36]1)=[O:34])([CH3:26])([CH3:25])[CH3:24].O. Product: [C:23]([O:27][C:28](=[O:52])[CH2:29][CH2:30][N:31]([C:45]([O:47][C:48]([CH3:51])([CH3:50])[CH3:49])=[O:46])[CH2:32][C:33]([N:35]1[C:43]2[C:38](=[CH:39][C:40]([O:44][CH2:2][C:3]3[CH:8]=[CH:7][C:6]([CH2:9][CH:10]([CH3:12])[CH3:11])=[C:5]([C:13]([F:16])([F:15])[F:14])[CH:4]=3)=[CH:41][CH:42]=2)[CH2:37][CH2:36]1)=[O:34])([CH3:26])([CH3:25])[CH3:24]. The catalyst class is: 3. (4) Reactant: [F:1][C:2]1[CH:7]=[CH:6][C:5]([C@H:8]([CH3:11])[CH2:9]O)=[CH:4][CH:3]=1.[C:12]1(=[O:22])[NH:16][C:15](=[O:17])[C:14]2=[CH:18][CH:19]=[CH:20][CH:21]=[C:13]12.C1(P(C2C=CC=CC=2)C2C=CC=CC=2)C=CC=CC=1. The catalyst class is: 1. Product: [F:1][C:2]1[CH:7]=[CH:6][C:5]([C@H:8]([CH3:11])[CH2:9][N:16]2[C:12](=[O:22])[C:13]3[C:14](=[CH:18][CH:19]=[CH:20][CH:21]=3)[C:15]2=[O:17])=[CH:4][CH:3]=1. (5) Reactant: [S-2:1].[Na+].[Na+].[S].[OH-].[Na+].[F:7][C:8]1[CH:16]=[C:12]([C:13]([OH:15])=[O:14])[C:11](N)=[CH:10][CH:9]=1.Cl.N([O-])=O.[Na+].N([O-])=O. Product: [F:7][C:8]1[CH:16]=[C:12]([C:13]([OH:15])=[O:14])[C:11]([SH:1])=[CH:10][CH:9]=1. The catalyst class is: 6. (6) Reactant: C([N:8]1[CH2:12][CH2:11][C@@H:10]([N:13]([C:27]([O:29][C:30]([CH3:33])([CH3:32])[CH3:31])=[O:28])[C:14]2[N:19]=[CH:18][C:17](/[CH:20]=[CH:21]/[C:22]([O:24][CH2:25][CH3:26])=[O:23])=[CH:16][CH:15]=2)[CH2:9]1)C1C=CC=CC=1.ClC(OC(Cl)C)=O.C(N(CC)C(C)C)(C)C. Product: [C:30]([O:29][C:27]([N:13]([C@@H:10]1[CH2:11][CH2:12][NH:8][CH2:9]1)[C:14]1[N:19]=[CH:18][C:17](/[CH:20]=[CH:21]/[C:22]([O:24][CH2:25][CH3:26])=[O:23])=[CH:16][CH:15]=1)=[O:28])([CH3:31])([CH3:32])[CH3:33]. The catalyst class is: 11. (7) Reactant: [NH2:1][C:2]1[CH:3]=[C:4]([CH:10]=[CH:11][C:12]=1[F:13])[C:5]([O:7][CH2:8][CH3:9])=[O:6].[CH3:14][O:15][CH2:16][C:17](Cl)=[O:18]. Product: [F:13][C:12]1[CH:11]=[CH:10][C:4]([C:5]([O:7][CH2:8][CH3:9])=[O:6])=[CH:3][C:2]=1[NH:1][C:17](=[O:18])[CH2:16][O:15][CH3:14]. The catalyst class is: 159.